This data is from Catalyst prediction with 721,799 reactions and 888 catalyst types from USPTO. The task is: Predict which catalyst facilitates the given reaction. (1) Reactant: N(C(C)(C)C#N)=N[C:3](C)(C)[C:4]#N.[C:13]([O:17][CH2:18][CH2:19][CH2:20]C)(=[O:16])[CH:14]=[CH2:15].[CH3:22]N(C)C=O.[CH3:27][CH2:28][CH2:29][CH2:30][CH2:31][CH3:32]. Product: [CH2:27]=[CH:28][C:29]1[CH:4]=[CH:3][CH:32]=[CH:31][CH:30]=1.[C:13]([O:17][CH:18]([CH2:19][CH3:20])[CH3:22])(=[O:16])[CH:14]=[CH2:15]. The catalyst class is: 22. (2) Reactant: [Si]([O:8][CH2:9][C@H:10]([CH3:28])[O:11][C:12]1[CH:13]=[C:14]([CH:24]=[C:25]([OH:27])[CH:26]=1)[C:15]([NH:17][C:18]1[CH:22]=[CH:21][N:20]([CH3:23])[N:19]=1)=[O:16])(C(C)(C)C)(C)C.[F:29][C:30]1[CH:31]=[C:32](B(O)O)[CH:33]=[CH:34][C:35]=1[O:36][CH3:37].C(N(CC)CC)C. Product: [F:29][C:30]1[CH:31]=[C:32]([CH:33]=[CH:34][C:35]=1[O:36][CH3:37])[O:27][C:25]1[CH:24]=[C:14]([CH:13]=[C:12]([O:11][C@@H:10]([CH3:28])[CH2:9][OH:8])[CH:26]=1)[C:15]([NH:17][C:18]1[CH:22]=[CH:21][N:20]([CH3:23])[N:19]=1)=[O:16]. The catalyst class is: 302.